This data is from Catalyst prediction with 721,799 reactions and 888 catalyst types from USPTO. The task is: Predict which catalyst facilitates the given reaction. (1) Reactant: [F:1][C:2]1[CH:14]=[C:13]([C:15]2[CH:16]=[N:17][N:18]([C:20]([CH2:26][OH:27])([CH2:24][OH:25])[C:21](O)=[O:22])[CH:19]=2)[C:12]2[C:11]3[C:6](=[CH:7][CH:8]=[CH:9][CH:10]=3)[C:5]([OH:32])([C:28]([F:31])([F:30])[F:29])[C:4]=2[CH:3]=1.C(O)C.O.C(=O)([O-])O.[Na+]. Product: [F:1][C:2]1[CH:14]=[C:13]([C:15]2[CH:16]=[N:17][N:18]([C:20]([CH2:21][OH:22])([CH2:24][OH:25])[CH2:26][OH:27])[CH:19]=2)[C:12]2[C:11]3[C:6](=[CH:7][CH:8]=[CH:9][CH:10]=3)[C:5]([OH:32])([C:28]([F:31])([F:30])[F:29])[C:4]=2[CH:3]=1. The catalyst class is: 7. (2) Reactant: [CH2:1]([O:3][C:4](=[O:20])[CH:5]([N:7]1[C:12]2[CH:13]=[C:14]([Br:18])[C:15]([CH3:17])=[CH:16][C:11]=2[O:10][CH2:9][C:8]1=O)[CH3:6])[CH3:2].COC1C=CC(P2(SP(C3C=CC(OC)=CC=3)(=S)S2)=[S:30])=CC=1.O. Product: [CH2:1]([O:3][C:4](=[O:20])[CH:5]([N:7]1[C:12]2[CH:13]=[C:14]([Br:18])[C:15]([CH3:17])=[CH:16][C:11]=2[O:10][CH2:9][C:8]1=[S:30])[CH3:6])[CH3:2]. The catalyst class is: 11. (3) Reactant: [NH2:1][CH2:2][C@@H:3]1[O:7][C:6](=[O:8])[N:5]([C:9]2[CH:14]=[CH:13][C:12]([S:15]([CH2:17][CH3:18])=[O:16])=[C:11]([F:19])[CH:10]=2)[CH2:4]1.[C:20](SCC)(=[S:22])[CH3:21]. Product: [C:20]([NH:1][CH2:2][C@@H:3]1[O:7][C:6](=[O:8])[N:5]([C:9]2[CH:14]=[CH:13][C:12]([S:15]([CH2:17][CH3:18])=[O:16])=[C:11]([F:19])[CH:10]=2)[CH2:4]1)(=[S:22])[CH3:21]. The catalyst class is: 3. (4) Reactant: C([O:8][C:9]1[CH:37]=[CH:36][CH:35]=[CH:34][C:10]=1[O:11][C:12]1[CH:13]=[C:14]([N:18]([CH2:27][C:28]2[CH:29]=[N:30][CH:31]=[CH:32][CH:33]=2)[S:19]([CH2:22][C:23]([F:26])([F:25])[F:24])(=[O:21])=[O:20])[CH:15]=[CH:16][CH:17]=1)C1C=CC=CC=1. Product: [OH:8][C:9]1[CH:37]=[CH:36][CH:35]=[CH:34][C:10]=1[O:11][C:12]1[CH:13]=[C:14]([N:18]([CH2:27][C:28]2[CH:29]=[N:30][CH:31]=[CH:32][CH:33]=2)[S:19]([CH2:22][C:23]([F:25])([F:24])[F:26])(=[O:21])=[O:20])[CH:15]=[CH:16][CH:17]=1. The catalyst class is: 94. (5) Reactant: [CH2:1]([NH:8][C:9]1[CH:14]=[C:13](Br)[CH:12]=[CH:11][C:10]=1[N+:16]([O-:18])=[O:17])[C:2]1[CH:7]=[CH:6][CH:5]=[CH:4][CH:3]=1.[N:19]1([C:25](=[O:27])[CH3:26])[CH2:24][CH2:23][NH:22][CH2:21][CH2:20]1. Product: [CH2:1]([NH:8][C:9]1[CH:14]=[C:13]([N:22]2[CH2:23][CH2:24][N:19]([C:25](=[O:27])[CH3:26])[CH2:20][CH2:21]2)[CH:12]=[CH:11][C:10]=1[N+:16]([O-:18])=[O:17])[C:2]1[CH:7]=[CH:6][CH:5]=[CH:4][CH:3]=1. The catalyst class is: 179. (6) The catalyst class is: 588. Product: [C:38]([O:37][C:36]([N:35]([CH2:43][C@@H:44]1[C@@H:48]([C:49]2[CH:50]=[CH:51][CH:52]=[CH:53][CH:54]=2)[CH2:47][N:46]([C:60]([NH:57][C:13]2[CH:14]=[N:15][CH:16]=[C:17]([CH:22]=2)[C:18]([O:20][CH3:21])=[O:19])=[O:64])[CH2:45]1)[C@@H:33]([C:23]1[C:32]2[C:27](=[CH:28][CH:29]=[CH:30][CH:31]=2)[CH:26]=[CH:25][CH:24]=1)[CH3:34])=[O:42])([CH3:40])([CH3:41])[CH3:39]. Reactant: C1(C)C=CC=CC=1.N(C([C:13]1[CH:14]=[N:15][CH:16]=[C:17]([CH:22]=1)[C:18]([O:20][CH3:21])=[O:19])=O)=[N+]=[N-].[C:23]1([C@H:33]([N:35]([CH2:43][C@@H:44]2[C@@H:48]([C:49]3[CH:54]=[CH:53][CH:52]=[CH:51][CH:50]=3)[CH2:47][NH:46][CH2:45]2)[C:36](=[O:42])[O:37][C:38]([CH3:41])([CH3:40])[CH3:39])[CH3:34])[C:32]2[C:27](=[CH:28][CH:29]=[CH:30][CH:31]=2)[CH:26]=[CH:25][CH:24]=1.C([N:57]([CH2:60]C)CC)C.C(OCC)(=[O:64])C. (7) Reactant: C([O:4][CH2:5][CH2:6][O:7][C:8]1[CH:17]=[C:16]2[C:11]([CH:12]=[CH:13][C:14]([C:18]3[N:22]4[CH:23]=[C:24]([C@@H:27]([N:32]5[CH2:36][CH2:35][C@H:34]([NH:37][C:38]([O:40][C:41]([CH3:44])([CH3:43])[CH3:42])=[O:39])[CH2:33]5)[C:28]([F:31])([F:30])[F:29])[CH:25]=[CH:26][C:21]4=[N:20][N:19]=3)=[N:15]2)=[CH:10][C:9]=1[F:45])(=O)C.[Li+].[OH-]. Product: [F:31][C:28]([F:29])([F:30])[C@H:27]([N:32]1[CH2:36][CH2:35][C@H:34]([NH:37][C:38](=[O:39])[O:40][C:41]([CH3:44])([CH3:42])[CH3:43])[CH2:33]1)[C:24]1[CH:25]=[CH:26][C:21]2[N:22]([C:18]([C:14]3[CH:13]=[CH:12][C:11]4[C:16](=[CH:17][C:8]([O:7][CH2:6][CH2:5][OH:4])=[C:9]([F:45])[CH:10]=4)[N:15]=3)=[N:19][N:20]=2)[CH:23]=1. The catalyst class is: 5.